This data is from TCR-epitope binding with 47,182 pairs between 192 epitopes and 23,139 TCRs. The task is: Binary Classification. Given a T-cell receptor sequence (or CDR3 region) and an epitope sequence, predict whether binding occurs between them. (1) The epitope is TLVPQEHYV. The TCR CDR3 sequence is CASSLQPSGRGADTQYF. Result: 0 (the TCR does not bind to the epitope). (2) The TCR CDR3 sequence is CASSLDGGLAGGSDTQYF. The epitope is FLNGSCGSV. Result: 0 (the TCR does not bind to the epitope). (3) The epitope is IPSINVHHY. The TCR CDR3 sequence is CASSLGHEQFF. Result: 0 (the TCR does not bind to the epitope).